Dataset: NCI-60 drug combinations with 297,098 pairs across 59 cell lines. Task: Regression. Given two drug SMILES strings and cell line genomic features, predict the synergy score measuring deviation from expected non-interaction effect. (1) Drug 1: C1CCN(CC1)CCOC2=CC=C(C=C2)C(=O)C3=C(SC4=C3C=CC(=C4)O)C5=CC=C(C=C5)O. Drug 2: C1=CC(=CC=C1CC(C(=O)O)N)N(CCCl)CCCl.Cl. Cell line: HCT-15. Synergy scores: CSS=25.3, Synergy_ZIP=-3.20, Synergy_Bliss=5.49, Synergy_Loewe=-0.985, Synergy_HSA=0.567. (2) Drug 1: CN1C2=C(C=C(C=C2)N(CCCl)CCCl)N=C1CCCC(=O)O.Cl. Drug 2: CC(C)(C#N)C1=CC(=CC(=C1)CN2C=NC=N2)C(C)(C)C#N. Cell line: SF-268. Synergy scores: CSS=-0.0875, Synergy_ZIP=-0.286, Synergy_Bliss=-2.65, Synergy_Loewe=-3.67, Synergy_HSA=-2.68. (3) Drug 1: CC1=C(C=C(C=C1)NC2=NC=CC(=N2)N(C)C3=CC4=NN(C(=C4C=C3)C)C)S(=O)(=O)N.Cl. Drug 2: CS(=O)(=O)CCNCC1=CC=C(O1)C2=CC3=C(C=C2)N=CN=C3NC4=CC(=C(C=C4)OCC5=CC(=CC=C5)F)Cl. Cell line: MDA-MB-231. Synergy scores: CSS=4.70, Synergy_ZIP=-0.149, Synergy_Bliss=1.14, Synergy_Loewe=-2.49, Synergy_HSA=-1.95. (4) Cell line: 786-0. Synergy scores: CSS=44.5, Synergy_ZIP=-0.830, Synergy_Bliss=1.32, Synergy_Loewe=-19.3, Synergy_HSA=0.0501. Drug 1: CC1=C(C=C(C=C1)NC(=O)C2=CC=C(C=C2)CN3CCN(CC3)C)NC4=NC=CC(=N4)C5=CN=CC=C5. Drug 2: C1=NC2=C(N1)C(=S)N=CN2. (5) Cell line: UO-31. Drug 2: C(CN)CNCCSP(=O)(O)O. Drug 1: CC1=C2C(C(=O)C3(C(CC4C(C3C(C(C2(C)C)(CC1OC(=O)C(C(C5=CC=CC=C5)NC(=O)OC(C)(C)C)O)O)OC(=O)C6=CC=CC=C6)(CO4)OC(=O)C)OC)C)OC. Synergy scores: CSS=39.4, Synergy_ZIP=-5.09, Synergy_Bliss=-4.93, Synergy_Loewe=-71.0, Synergy_HSA=-4.52. (6) Drug 1: CCC1(CC2CC(C3=C(CCN(C2)C1)C4=CC=CC=C4N3)(C5=C(C=C6C(=C5)C78CCN9C7C(C=CC9)(C(C(C8N6C=O)(C(=O)OC)O)OC(=O)C)CC)OC)C(=O)OC)O.OS(=O)(=O)O. Drug 2: C1=NC(=NC(=O)N1C2C(C(C(O2)CO)O)O)N. Cell line: CCRF-CEM. Synergy scores: CSS=51.8, Synergy_ZIP=0.320, Synergy_Bliss=1.70, Synergy_Loewe=-3.11, Synergy_HSA=2.41. (7) Drug 1: COC1=C(C=C2C(=C1)N=CN=C2NC3=CC(=C(C=C3)F)Cl)OCCCN4CCOCC4. Drug 2: CC1=C2C(C(=O)C3(C(CC4C(C3C(C(C2(C)C)(CC1OC(=O)C(C(C5=CC=CC=C5)NC(=O)OC(C)(C)C)O)O)OC(=O)C6=CC=CC=C6)(CO4)OC(=O)C)O)C)O. Cell line: HCT116. Synergy scores: CSS=59.5, Synergy_ZIP=17.8, Synergy_Bliss=16.8, Synergy_Loewe=-10.8, Synergy_HSA=17.8.